Dataset: Peptide-MHC class I binding affinity with 185,985 pairs from IEDB/IMGT. Task: Regression. Given a peptide amino acid sequence and an MHC pseudo amino acid sequence, predict their binding affinity value. This is MHC class I binding data. (1) The binding affinity (normalized) is 0.740. The peptide sequence is KSVTKSSSW. The MHC is HLA-B58:01 with pseudo-sequence HLA-B58:01. (2) The peptide sequence is AFDWPELEF. The MHC is HLA-B08:01 with pseudo-sequence HLA-B08:01. The binding affinity (normalized) is 0.0847. (3) The peptide sequence is HEKGINPNY. The MHC is HLA-B27:05 with pseudo-sequence HLA-B27:05. The binding affinity (normalized) is 0.0847. (4) The peptide sequence is LPRRSGAAGA. The MHC is HLA-B54:01 with pseudo-sequence HLA-B54:01. The binding affinity (normalized) is 0.644. (5) The peptide sequence is MLNRYKLIY. The MHC is HLA-B18:01 with pseudo-sequence HLA-B18:01. The binding affinity (normalized) is 0.609.